Dataset: Reaction yield outcomes from USPTO patents with 853,638 reactions. Task: Predict the reaction yield, written as a fraction of the theoretical maximum amount of product (1.0 means a 100% yield; for example, 0.34 means a 34% yield). (1) The reactants are [H-].[Na+].[CH3:3][C:4]([O:7][C:8]([NH:10][C@H:11]([C:15]([OH:17])=[O:16])[CH2:12][CH2:13][OH:14])=[O:9])([CH3:6])[CH3:5].[CH2:18](Br)[CH:19]=[CH2:20]. The catalyst is CN(C=O)C. The product is [CH2:20]([O:14][CH2:13][CH2:12][C@H:11]([NH:10][C:8]([O:7][C:4]([CH3:3])([CH3:5])[CH3:6])=[O:9])[C:15]([OH:17])=[O:16])[CH:19]=[CH2:18]. The yield is 0.930. (2) The reactants are [ClH:1].[CH:2]1([C:5](=[O:32])[CH:6]([N:14]2[CH2:19][CH2:18][CH:17]([SH:20])/[C:16](=[CH:21]/[C:22]3[N:23]=[N:24][N:25]([CH2:27][C:28]([O:30]C)=[O:29])[N:26]=3)/[CH2:15]2)[C:7]2[CH:12]=[CH:11][CH:10]=[CH:9][C:8]=2[F:13])[CH2:4][CH2:3]1. The catalyst is C(#N)C. The product is [ClH:1].[C:28]([CH2:27][N:25]1[N:24]=[N:23][C:22](/[CH:21]=[C:16]2\[CH2:15][N:14]([CH:6]([C:7]3[CH:12]=[CH:11][CH:10]=[CH:9][C:8]=3[F:13])[C:5]([CH:2]3[CH2:3][CH2:4]3)=[O:32])[CH2:19][CH2:18][CH:17]\2[SH:20])=[N:26]1)([OH:30])=[O:29]. The yield is 0.700. (3) The reactants are [C:1]([N:4]1[C:13]2[C:8](=[CH:9][CH:10]=[CH:11][CH:12]=2)[C@H:7]([OH:14])[CH2:6][C@@H:5]1[CH3:15])(=[O:3])[CH3:2].C(O)(=O)C.C(O)(=O)C.[C:24]1([Bi]([C:24]2[CH:29]=[CH:28][CH:27]=[CH:26][CH:25]=2)[C:24]2[CH:29]=[CH:28][CH:27]=[CH:26][CH:25]=2)[CH:29]=[CH:28][CH:27]=[CH:26][CH:25]=1.O. The catalyst is ClCCl.C([O-])(=O)C.[Cu+2].C([O-])(=O)C. The product is [C:1]([N:4]1[C:13]2[C:8](=[CH:9][CH:10]=[CH:11][CH:12]=2)[C@H:7]([O:14][C:24]2[CH:29]=[CH:28][CH:27]=[CH:26][CH:25]=2)[CH2:6][C@@H:5]1[CH3:15])(=[O:3])[CH3:2]. The yield is 0.490.